Dataset: Full USPTO retrosynthesis dataset with 1.9M reactions from patents (1976-2016). Task: Predict the reactants needed to synthesize the given product. (1) Given the product [CH3:13][C:9]1[N:8]2[C:7]([CH:12]=[CH:11][CH:10]=1)=[CH:2][C:3]([C:4]#[N:5])=[CH:6]2, predict the reactants needed to synthesize it. The reactants are: O[CH:2]([C:7]1[CH:12]=[CH:11][CH:10]=[C:9]([CH3:13])[N:8]=1)[C:3](=[CH2:6])[C:4]#[N:5].C(OC(=O)C)(=O)C. (2) Given the product [N:19]1([CH2:18][C:15]2[CH:16]=[CH:17][C:12]([CH2:11][N:9]3[CH:8]=[C:7]4[C:2]([NH:24][CH2:25][C:26]5[C:31]([CH3:32])=[N:30][C:29]([NH2:33])=[CH:28][C:27]=5[O:48][CH3:49])=[N:3][CH:4]=[CH:5][C:6]4=[N:10]3)=[CH:13][CH:14]=2)[CH:23]=[CH:22][CH:21]=[N:20]1, predict the reactants needed to synthesize it. The reactants are: Cl[C:2]1[C:7]2=[CH:8][N:9]([CH2:11][C:12]3[CH:17]=[CH:16][C:15]([CH2:18][N:19]4[CH:23]=[CH:22][CH:21]=[N:20]4)=[CH:14][CH:13]=3)[N:10]=[C:6]2[CH:5]=[CH:4][N:3]=1.[NH2:24][CH2:25][C:26]1[C:27]([O:48][CH3:49])=[CH:28][C:29]([N:33](C(OC(C)(C)C)=O)C(=O)OC(C)(C)C)=[N:30][C:31]=1[CH3:32]. (3) The reactants are: CC1OC(C(C2C=CC=CC=2)=O)=NC=1.C1([Mg]Br)C=CC=CC=1.[CH:23]1([C:29]([C:37]2[O:38][C:39]([CH3:42])=[CH:40][N:41]=2)([C:31]2[CH:36]=[CH:35][CH:34]=[CH:33][CH:32]=2)[OH:30])[CH2:28][CH2:27][CH2:26][CH2:25][CH2:24]1. Given the product [CH3:42][C:39]1[O:38][C:37]([C:29]([C:31]2[CH:36]=[CH:35][CH:34]=[CH:33][CH:32]=2)([C:23]2[CH:28]=[CH:27][CH:26]=[CH:25][CH:24]=2)[OH:30])=[N:41][CH:40]=1, predict the reactants needed to synthesize it. (4) Given the product [O:1]=[C:2]1[CH2:11][CH2:10][C:9]2[C:4](=[CH:5][CH:6]=[C:7]([C:45]3[CH:46]=[CH:47][C:48]([C:54]([F:55])([F:56])[F:57])=[C:49]([CH2:51][C:52]#[N:53])[CH:50]=3)[CH:8]=2)[NH:3]1, predict the reactants needed to synthesize it. The reactants are: [O:1]=[C:2]1[CH2:11][CH2:10][C:9]2[C:4](=[CH:5][CH:6]=[C:7](B(O)O)[CH:8]=2)[NH:3]1.COC1C=CC=C(OC)C=1C1C=CC=CC=1P(C1CCCCC1)C1CCCCC1.Cl[C:45]1[CH:46]=[CH:47][C:48]([C:54]([F:57])([F:56])[F:55])=[C:49]([CH2:51][C:52]#[N:53])[CH:50]=1.P([O-])([O-])([O-])=O.[K+].[K+].[K+]. (5) Given the product [CH3:34][O:33][C:32]1[CH:31]=[CH:30][C:14]([C:15]([NH:17][C:18]2([C:27]([OH:29])=[O:28])[CH2:19][C:20]3[C:25](=[CH:24][CH:23]=[CH:22][CH:21]=3)[CH2:26]2)=[O:16])=[CH:13][C:12]=1[CH2:2][CH2:3][O:4][C:5]1[CH:6]=[C:7]([CH3:11])[CH:8]=[CH:9][CH:10]=1, predict the reactants needed to synthesize it. The reactants are: O[CH:2]([C:12]1[CH:13]=[C:14]([CH:30]=[CH:31][C:32]=1[O:33][CH3:34])[C:15]([NH:17][C:18]1([C:27]([OH:29])=[O:28])[CH2:26][C:25]2[C:20](=[CH:21][CH:22]=[CH:23][CH:24]=2)[CH2:19]1)=[O:16])[CH2:3][O:4][C:5]1[CH:6]=[C:7]([CH3:11])[CH:8]=[CH:9][CH:10]=1.Cl.[H][H].